From a dataset of Forward reaction prediction with 1.9M reactions from USPTO patents (1976-2016). Predict the product of the given reaction. (1) Given the reactants [NH2:1][C@H:2]([C:4]1[N:13]([CH:14]2[CH2:16][CH2:15]2)[C:12](=[O:17])[C:11]2[C:6](=[CH:7][CH:8]=[CH:9][C:10]=2[Cl:18])[N:5]=1)[CH3:3].Cl[C:20]1[N:25]=[CH:24][N:23]=[C:22]([NH2:26])[C:21]=1[C:27]1[O:31][N:30]=[C:29]([CH:32]([CH3:34])[CH3:33])[N:28]=1.CCN(C(C)C)C(C)C.CCOC(C)=O, predict the reaction product. The product is: [NH2:26][C:22]1[N:23]=[CH:24][N:25]=[C:20]([NH:1][C@H:2]([C:4]2[N:13]([CH:14]3[CH2:16][CH2:15]3)[C:12](=[O:17])[C:11]3[C:6](=[CH:7][CH:8]=[CH:9][C:10]=3[Cl:18])[N:5]=2)[CH3:3])[C:21]=1[C:27]1[O:31][N:30]=[C:29]([CH:32]([CH3:34])[CH3:33])[N:28]=1. (2) Given the reactants Cl[C:2]1[C:11]([C:12]([OH:14])=[O:13])=[CH:10][C:9]2[C:4](=[CH:5][CH:6]=[C:7]([Cl:15])[CH:8]=2)[N:3]=1.[F:16][C:17]1[CH:18]=[C:19]([CH:26]=[CH:27][CH:28]=1)[CH2:20][CH:21]([C:23]([OH:25])=[O:24])[NH2:22], predict the reaction product. The product is: [C:23]([CH:21]([NH:22][C:2]1[C:11]([C:12]([OH:14])=[O:13])=[CH:10][C:9]2[C:4](=[CH:5][CH:6]=[C:7]([Cl:15])[CH:8]=2)[N:3]=1)[CH2:20][C:19]1[CH:26]=[CH:27][CH:28]=[C:17]([F:16])[CH:18]=1)([OH:25])=[O:24].